This data is from Peptide-MHC class I binding affinity with 185,985 pairs from IEDB/IMGT. The task is: Regression. Given a peptide amino acid sequence and an MHC pseudo amino acid sequence, predict their binding affinity value. This is MHC class I binding data. (1) The peptide sequence is ATTHSWIPK. The MHC is HLA-B40:01 with pseudo-sequence HLA-B40:01. The binding affinity (normalized) is 0.0847. (2) The peptide sequence is AVFKMSPGY. The MHC is HLA-A30:02 with pseudo-sequence HLA-A30:02. The binding affinity (normalized) is 0.592. (3) The peptide sequence is ELDNVTGLL. The MHC is HLA-A02:02 with pseudo-sequence HLA-A02:02. The binding affinity (normalized) is 0.714. (4) The peptide sequence is VSEKYTDMY. The MHC is HLA-A80:01 with pseudo-sequence HLA-A80:01. The binding affinity (normalized) is 0.510. (5) The peptide sequence is REIPERSWNT. The MHC is HLA-B40:01 with pseudo-sequence HLA-B40:01. The binding affinity (normalized) is 0.325. (6) The peptide sequence is VPRLGDKTF. The MHC is HLA-B27:05 with pseudo-sequence HLA-B27:05. The binding affinity (normalized) is 0.0847. (7) The peptide sequence is LLAKREVPTV. The MHC is H-2-Db with pseudo-sequence H-2-Db. The binding affinity (normalized) is 0.0316.